Dataset: Reaction yield outcomes from USPTO patents with 853,638 reactions. Task: Predict the reaction yield, written as a fraction of the theoretical maximum amount of product (1.0 means a 100% yield; for example, 0.34 means a 34% yield). (1) The reactants are [CH2:1]([OH:6])[CH2:2][CH2:3][CH2:4][OH:5].[H-].[Na+].[C:9](Cl)(=[O:11])[CH3:10]. The catalyst is C1COCC1.C(OCC)C.C([O-])([O-])=O.[K+].[K+]. The product is [OH:5][CH2:4][CH2:3][CH2:2][CH2:1][O:6][C:9](=[O:11])[CH3:10]. The yield is 0.510. (2) The reactants are C(O[C:4](=[O:17])[CH2:5][C:6]1([CH2:13][N+]([O-])=O)[CH2:10][C@@H:9]([CH3:11])[C@H:8]([CH3:12])[CH2:7]1)C.[CH3:18]O. The catalyst is [Ni]. The product is [CH3:11][C@H:9]1[C@H:8]([CH3:12])[CH2:7][C:6]2([CH2:5][C:4](=[O:17])[CH2:18][CH2:13]2)[CH2:10]1. The yield is 0.950. (3) The reactants are [CH2:1]([O:3][C:4](=[O:13])[CH:5](Br)[C:6]1[CH:7]=[N:8][CH:9]=[CH:10][CH:11]=1)[CH3:2].[C:14]([NH2:18])([CH3:17])([CH3:16])[CH3:15].CCN(CC)CC. The catalyst is C(Cl)Cl. The product is [CH2:1]([O:3][C:4](=[O:13])[CH:5]([NH:18][C:14]([CH3:17])([CH3:16])[CH3:15])[C:6]1[CH:7]=[N:8][CH:9]=[CH:10][CH:11]=1)[CH3:2]. The yield is 0.410.